This data is from Reaction yield outcomes from USPTO patents with 853,638 reactions. The task is: Predict the reaction yield, written as a fraction of the theoretical maximum amount of product (1.0 means a 100% yield; for example, 0.34 means a 34% yield). The reactants are [CH3:1][O:2][C:3]([NH:5][S:6]([C:9]1[CH:14]=[CH:13][CH:12]=[CH:11][C:10]=1[C:15]1[CH:20]=[CH:19][C:18]([CH2:21][N:22]2[C:26]([CH2:27][CH2:28][CH3:29])=[CH:25][C:24]([C:30]([OH:32])=O)=[N:23]2)=[CH:17][CH:16]=1)(=[O:8])=[O:7])=[O:4].CCN(C(C)C)C(C)C.CN(C(ON1N=NC2C=CC=NC1=2)=[N+](C)C)C.F[P-](F)(F)(F)(F)F.CN(C=O)C.[NH2:71][C@H:72]([CH2:78][C:79]1[CH:84]=[CH:83][CH:82]=[CH:81][CH:80]=1)[C@@H:73]([OH:77])[C:74]([OH:76])=[O:75]. No catalyst specified. The product is [OH:77][C@H:73]([C@H:72]([NH:71][C:30]([C:24]1[CH:25]=[C:26]([CH2:27][CH2:28][CH3:29])[N:22]([CH2:21][C:18]2[CH:19]=[CH:20][C:15]([C:10]3[CH:11]=[CH:12][CH:13]=[CH:14][C:9]=3[S:6](=[O:8])(=[O:7])[NH:5][C:3]([O:2][CH3:1])=[O:4])=[CH:16][CH:17]=2)[N:23]=1)=[O:32])[CH2:78][C:79]1[CH:84]=[CH:83][CH:82]=[CH:81][CH:80]=1)[C:74]([OH:76])=[O:75]. The yield is 0.950.